From a dataset of Full USPTO retrosynthesis dataset with 1.9M reactions from patents (1976-2016). Predict the reactants needed to synthesize the given product. (1) The reactants are: Cl[C:2]1[N:11]=[C:10]([NH:12][CH:13]([C:22]2[CH:27]=[CH:26][CH:25]=[CH:24][CH:23]=2)[CH2:14][CH2:15][C:16]2[CH:21]=[CH:20][CH:19]=[CH:18][CH:17]=2)[C:9]2[C:4](=[CH:5][CH:6]=[CH:7][CH:8]=2)[N:3]=1.[N:28]1[CH:29]=[CH:30][N:31]2[CH:36]=[C:35](B(O)O)[CH:34]=[CH:33][C:32]=12.C(NC1C2C(=CC=CC=2)N=C(C2SC3C=CC=CC=3C=2)N=1)(C1C=CC=CC=1)C1C=CC=CC=1. Given the product [C:22]1([CH:13]([NH:12][C:10]2[C:9]3[C:4](=[CH:5][CH:6]=[CH:7][CH:8]=3)[N:3]=[C:2]([C:35]3[CH:34]=[CH:33][C:32]4[N:31]([CH:30]=[CH:29][N:28]=4)[CH:36]=3)[N:11]=2)[CH2:14][CH2:15][C:16]2[CH:21]=[CH:20][CH:19]=[CH:18][CH:17]=2)[CH:27]=[CH:26][CH:25]=[CH:24][CH:23]=1, predict the reactants needed to synthesize it. (2) Given the product [CH2:1]=[CH:2][C:3]1[CH:8]=[CH:7][CH:6]=[CH:5][CH:4]=1.[Cl-:9].[CH:10]([CH2:12][N+:13]([CH2:16][C:17]1[CH:18]=[CH:19][CH:20]=[CH:21][CH:22]=1)([CH3:15])[CH3:14])=[CH2:11], predict the reactants needed to synthesize it. The reactants are: [CH2:1]=[CH:2][C:3]1[CH:8]=[CH:7][CH:6]=[CH:5][CH:4]=1.[Cl-:9].[CH:10]([CH2:12][N+:13]([CH2:16][C:17]1[CH:22]=[CH:21][CH:20]=[CH:19][CH:18]=1)([CH3:15])[CH3:14])=[CH2:11].COCCO. (3) Given the product [N:23]1([CH2:4][CH2:3][CH2:2][NH:1][C:10]2[C:9]3[O:14][CH2:15][C:16]4([CH2:17][CH2:18]4)[N:7]4[C:8]=3[C:3]([C:4](=[O:21])[C:5]([C:19]#[N:20])=[CH:6]4)=[C:2]([NH2:1])[C:11]=2[F:12])[CH:24]=[CH:25][CH:26]=[N:22]1, predict the reactants needed to synthesize it. The reactants are: [NH2:1][C:2]1[C:11]([F:12])=[C:10](F)[C:9]2[O:14][CH2:15][C:16]3([CH2:18][CH2:17]3)[N:7]3[C:8]=2[C:3]=1[C:4](=[O:21])[C:5]([C:19]#[N:20])=[CH:6]3.[NH:22]1[CH:26]=[CH:25][C:24](CCCN)=[N:23]1. (4) Given the product [CH3:33][O:32][C:30](=[O:31])[C@H:26]([CH:27]([CH3:28])[CH3:29])[N:7]([CH2:8][C:9]1[CH:14]=[CH:13][C:12]([C:15]2[CH:16]=[CH:17][CH:18]=[CH:19][C:20]=2[C:21]#[N:22])=[CH:11][CH:10]=1)[C:5](=[O:6])[CH2:4][CH2:3][CH2:2][CH3:1], predict the reactants needed to synthesize it. The reactants are: [CH3:1][CH2:2][CH2:3][CH2:4][C:5]([N:7]([C@H:26]([C:30]([OH:32])=[O:31])[CH:27]([CH3:29])[CH3:28])[CH2:8][C:9]1[CH:10]=[CH:11][C:12]([C:15]2[CH:16]=[CH:17][CH:18]=[CH:19][C:20]=2[C:21]2[NH:22]N=NN=2)=[CH:13][CH:14]=1)=[O:6].[CH3:33]OC(=O)[C@H](C(C)C)NCC1C=CC(C2C=CC=CC=2C#N)=CC=1.C(Cl)(=O)CCCC.C(N(CC)CC)C. (5) Given the product [CH2:36]([N:25]([CH2:18][C:19]1[CH:24]=[CH:23][CH:22]=[CH:21][CH:20]=1)[C:26]1[N:27]=[CH:28][N:29]=[C:30]([NH:1][C:2]2[CH:3]=[C:4]([N:9]([CH3:17])[C:10](=[O:16])[O:11][C:12]([CH3:14])([CH3:13])[CH3:15])[CH:5]=[CH:6][C:7]=2[CH3:8])[C:31]=1[N+:32]([O-:34])=[O:33])[C:37]1[CH:38]=[CH:39][CH:40]=[CH:41][CH:42]=1, predict the reactants needed to synthesize it. The reactants are: [NH2:1][C:2]1[CH:3]=[C:4]([N:9]([CH3:17])[C:10](=[O:16])[O:11][C:12]([CH3:15])([CH3:14])[CH3:13])[CH:5]=[CH:6][C:7]=1[CH3:8].[CH2:18]([N:25]([CH2:36][C:37]1[CH:42]=[CH:41][CH:40]=[CH:39][CH:38]=1)[C:26]1[C:31]([N+:32]([O-:34])=[O:33])=[C:30](Cl)[N:29]=[CH:28][N:27]=1)[C:19]1[CH:24]=[CH:23][CH:22]=[CH:21][CH:20]=1.O. (6) Given the product [Br:1][C:2]1[CH:3]=[CH:4][C:5]([C:8]2[S:12][C:11]([NH:13][C:18](=[O:19])[CH2:17][CH2:16][CH2:15][Cl:14])=[N:10][N:9]=2)=[CH:6][CH:7]=1, predict the reactants needed to synthesize it. The reactants are: [Br:1][C:2]1[CH:7]=[CH:6][C:5]([C:8]2[S:12][C:11]([NH2:13])=[N:10][N:9]=2)=[CH:4][CH:3]=1.[Cl:14][CH2:15][CH2:16][CH2:17][C:18](Cl)=[O:19].C(=O)([O-])[O-].[K+].[K+].